Dataset: Peptide-MHC class I binding affinity with 185,985 pairs from IEDB/IMGT. Task: Regression. Given a peptide amino acid sequence and an MHC pseudo amino acid sequence, predict their binding affinity value. This is MHC class I binding data. (1) The peptide sequence is QPLTDAKVA. The MHC is HLA-B51:01 with pseudo-sequence HLA-B51:01. The binding affinity (normalized) is 0.302. (2) The peptide sequence is ARIVNSVFV. The MHC is H-2-Kb with pseudo-sequence H-2-Kb. The binding affinity (normalized) is 0.303.